This data is from Reaction yield outcomes from USPTO patents with 853,638 reactions. The task is: Predict the reaction yield, written as a fraction of the theoretical maximum amount of product (1.0 means a 100% yield; for example, 0.34 means a 34% yield). (1) The reactants are [N:1]1[CH:6]=[CH:5][C:4]([CH:7](O)[CH3:8])=[CH:3][CH:2]=1.[C:10]1(=[O:20])[NH:14][C:13](=[O:15])[C:12]2=[CH:16][CH:17]=[CH:18][CH:19]=[C:11]12.C1(P(C2C=CC=CC=2)C2C=CC=CC=2)C=CC=CC=1.N(C(OC(C)C)=O)=NC(OC(C)C)=O. The catalyst is C(OCC)(=O)C.O1CCCC1. The product is [N:1]1[CH:6]=[CH:5][C:4]([CH:7]([N:14]2[C:10](=[O:20])[C:11]3[C:12](=[CH:16][CH:17]=[CH:18][CH:19]=3)[C:13]2=[O:15])[CH3:8])=[CH:3][CH:2]=1. The yield is 0.480. (2) The reactants are [CH2:1]([O:3][C:4]([C:6]1[C:12]2[NH:13][C:14]3[C:15]([OH:20])=[CH:16][CH:17]=[CH:18][C:19]=3[C:11]=2[CH2:10][CH2:9][N:8]([C:21](=[O:29])[C:22]2[CH:27]=[CH:26][C:25]([F:28])=[CH:24][CH:23]=2)[CH:7]=1)=[O:5])[CH3:2].[C:30](=O)([O-])[O-].[K+].[K+].CI. The catalyst is CC(C)=O. The product is [CH2:1]([O:3][C:4]([C:6]1[C:12]2[NH:13][C:14]3[C:15]([O:20][CH3:30])=[CH:16][CH:17]=[CH:18][C:19]=3[C:11]=2[CH2:10][CH2:9][N:8]([C:21](=[O:29])[C:22]2[CH:27]=[CH:26][C:25]([F:28])=[CH:24][CH:23]=2)[CH:7]=1)=[O:5])[CH3:2]. The yield is 0.550. (3) The reactants are [NH2:1][C:2]1[CH:3]=[N:4][N:5]([CH3:20])[C:6]=1[N:7]1[CH2:11][CH2:10][C@H:9]([NH:12]C(=O)OC(C)(C)C)[CH2:8]1.C(OC([NH:28][C:29]1[S:33][C:32]([C:34]2[C:39]([F:40])=[CH:38][CH:37]=[CH:36][C:35]=2[F:41])=[N:31][C:30]=1[C:42](O)=[O:43])=O)(C)(C)C.CN(C(ON1N=NC2C=CC=NC1=2)=[N+](C)C)C.F[P-](F)(F)(F)(F)F. No catalyst specified. The product is [NH2:28][C:29]1[S:33][C:32]([C:34]2[C:39]([F:40])=[CH:38][CH:37]=[CH:36][C:35]=2[F:41])=[N:31][C:30]=1[C:42]([NH:1][C:2]1[CH:3]=[N:4][N:5]([CH3:20])[C:6]=1[N:7]1[CH2:11][CH2:10][C@H:9]([NH2:12])[CH2:8]1)=[O:43]. The yield is 0.170. (4) The reactants are C1CCN2C(=NCCC2)CC1.[C:12]([N:31]1[CH:35]=[C:34]([CH:36]=O)[N:33]=[CH:32]1)([C:25]1[CH:30]=[CH:29][CH:28]=[CH:27][CH:26]=1)([C:19]1[CH:24]=[CH:23][CH:22]=[CH:21][CH:20]=1)[C:13]1[CH:18]=[CH:17][CH:16]=[CH:15][CH:14]=1.[Br-].[O:39]=[C:40]1[C:48]2[C:43](=[CH:44][CH:45]=[CH:46][CH:47]=2)[C:42](=[O:49])[N:41]1[CH2:50][CH2:51][CH2:52][CH2:53][P+](C1C=CC=CC=1)(C1C=CC=CC=1)C1C=CC=CC=1.C(O)(=O)CC(CC(O)=O)(C(O)=O)O. No catalyst specified. The product is [C:12]([N:31]1[CH:35]=[C:34]([CH:36]=[CH:53][CH2:52][CH2:51][CH2:50][N:41]2[C:42](=[O:49])[C:43]3[C:48](=[CH:47][CH:46]=[CH:45][CH:44]=3)[C:40]2=[O:39])[N:33]=[CH:32]1)([C:19]1[CH:20]=[CH:21][CH:22]=[CH:23][CH:24]=1)([C:25]1[CH:30]=[CH:29][CH:28]=[CH:27][CH:26]=1)[C:13]1[CH:18]=[CH:17][CH:16]=[CH:15][CH:14]=1. The yield is 0.510. (5) The catalyst is CO.O.C(Cl)Cl. The product is [B:27]([C:20]1[CH:19]=[C:18]([CH:23]=[C:22]([N+:24]([O-:26])=[O:25])[CH:21]=1)[C:16]([NH:15][CH2:14][CH2:13][CH2:12][CH2:11][CH2:10][CH2:9][CH2:8][CH2:7][CH2:6][CH2:5][CH2:4][C:3]([OH:30])=[O:2])=[O:17])([OH:29])[OH:28]. The yield is 0.650. The reactants are C[O:2][C:3](=[O:30])[CH2:4][CH2:5][CH2:6][CH2:7][CH2:8][CH2:9][CH2:10][CH2:11][CH2:12][CH2:13][CH2:14][NH:15][C:16]([C:18]1[CH:19]=[C:20]([B:27]([OH:29])[OH:28])[CH:21]=[C:22]([N+:24]([O-:26])=[O:25])[CH:23]=1)=[O:17].[OH-].[Li+].CO. (6) The reactants are [CH2:1]([N:4]1[C:9]([CH3:10])=[CH:8][C:7]([O:11][CH2:12][C:13]2[CH:18]=[CH:17][C:16]([F:19])=[CH:15][C:14]=2[F:20])=[CH:6][C:5]1=[O:21])[CH:2]=[CH2:3].O1C=CC=CC1=O.C([O-])([O-])=O.[Cs+].[Cs+].[Br-:35]. The catalyst is CN(C=O)C. The product is [CH2:1]([N:4]1[C:9]([CH3:10])=[CH:8][C:7]([O:11][CH2:12][C:13]2[CH:18]=[CH:17][C:16]([F:19])=[CH:15][C:14]=2[F:20])=[C:6]([Br:35])[C:5]1=[O:21])[CH:2]=[CH2:3]. The yield is 0.210. (7) The reactants are Cl[C:2]1[C:7]([C:8]([F:11])([F:10])[F:9])=[CH:6][N:5]=[C:4]([NH:12][C:13]2[CH:18]=[CH:17][C:16]([P:19]([CH3:22])([CH3:21])=[O:20])=[CH:15][CH:14]=2)[N:3]=1.C(N(CC)CC)C.[C:30]12([CH2:40][NH2:41])[CH2:39][CH:34]3[CH2:35][CH:36]([CH2:38][CH:32]([CH2:33]3)[CH2:31]1)[CH2:37]2. The catalyst is C(O)C. The product is [CH3:21][P:19]([C:16]1[CH:17]=[CH:18][C:13]([NH:12][C:4]2[N:3]=[C:2]([NH:41][CH2:40][C:30]34[CH2:39][CH:34]5[CH2:33][CH:32]([CH2:38][CH:36]([CH2:35]5)[CH2:37]3)[CH2:31]4)[C:7]([C:8]([F:11])([F:10])[F:9])=[CH:6][N:5]=2)=[CH:14][CH:15]=1)([CH3:22])=[O:20]. The yield is 0.730. (8) The reactants are [CH3:1][N:2]([CH3:24])[CH2:3][CH2:4][O:5][C:6]1[CH:11]=[CH:10][C:9]2[C:12]3([CH2:22][O:23][C:8]=2[CH:7]=1)[C:20]1[C:15](=[CH:16][CH:17]=[CH:18][CH:19]=1)[NH:14][C:13]3=[O:21].CC1C=CC(S(O[CH2:36][C@H:37]2[CH2:41][CH2:40][CH2:39][O:38]2)(=O)=O)=CC=1.C(=O)([O-])[O-].[Cs+].[Cs+]. The catalyst is CC(=O)CC. The product is [CH3:1][N:2]([CH3:24])[CH2:3][CH2:4][O:5][C:6]1[CH:11]=[CH:10][C:9]2[C:12]3([CH2:22][O:23][C:8]=2[CH:7]=1)[C:20]1[C:15](=[CH:16][CH:17]=[CH:18][CH:19]=1)[N:14]([CH2:36][C@H:37]1[CH2:41][CH2:40][CH2:39][O:38]1)[C:13]3=[O:21]. The yield is 0.760.